This data is from Full USPTO retrosynthesis dataset with 1.9M reactions from patents (1976-2016). The task is: Predict the reactants needed to synthesize the given product. (1) Given the product [Br:1][C:2]1[CH:3]=[C:4]([CH2:8][NH:9][CH2:10][CH:11]([O:14][CH3:15])[O:12][CH3:13])[S:5][C:6]=1[CH3:7], predict the reactants needed to synthesize it. The reactants are: [Br:1][C:2]1[CH:3]=[C:4](/[CH:8]=[N:9]/[CH2:10][CH:11]([O:14][CH3:15])[O:12][CH3:13])[S:5][C:6]=1[CH3:7].[BH4-].[Na+]. (2) Given the product [NH2:1][C:2]1[N:7]([CH3:8])[C:6](=[O:9])[C:5]([CH3:10])([CH3:11])[C@:4]([C:13]2[CH:18]=[C:17]([NH:19][CH:26]3[C:25]4[CH:30]=[CH:31][C:22]([Cl:21])=[CH:23][C:24]=4[O:28][CH2:27]3)[CH:16]=[CH:15][C:14]=2[F:20])([CH3:12])[N:3]=1, predict the reactants needed to synthesize it. The reactants are: [NH2:1][C:2]1[N:7]([CH3:8])[C:6](=[O:9])[C:5]([CH3:11])([CH3:10])[C@:4]([C:13]2[CH:18]=[C:17]([NH2:19])[CH:16]=[CH:15][C:14]=2[F:20])([CH3:12])[N:3]=1.[Cl:21][C:22]1[CH:31]=[CH:30][C:25]2[C:26](=O)[CH2:27][O:28][C:24]=2[CH:23]=1.[B][B][B][B][B][B][B][B][B][B]. (3) Given the product [OH:2][CH2:3][CH2:4][C:5]1[C:13]2[C:8](=[CH:9][CH:10]=[CH:11][CH:12]=2)[NH:7][C:6]=1[C:1]([OH:14])=[O:18], predict the reactants needed to synthesize it. The reactants are: [C:1]1(=[O:14])[C:6]2[NH:7][C:8]3[C:13]([C:5]=2[CH2:4][CH2:3][O:2]1)=[CH:12][CH:11]=[CH:10][CH:9]=3.C1C[O:18]CC1. (4) Given the product [CH:41]1([NH:44][C:45](=[O:63])[C:46]2[CH:51]=[C:50]([C:2]3[CH:3]=[C:4]4[C:9](=[CH:10][CH:11]=3)[C:8](=[O:12])[N:7]([CH2:13][C:14]3([CH2:18][OH:19])[CH2:17][CH2:16][CH2:15]3)[CH:6]=[C:5]4[CH2:27][N:28]3[CH2:29][CH2:30][NH:31][CH2:32][CH2:33]3)[C:49]([CH3:61])=[C:48]([F:62])[CH:47]=2)[CH2:42][CH2:43]1, predict the reactants needed to synthesize it. The reactants are: Br[C:2]1[CH:3]=[C:4]2[C:9](=[CH:10][CH:11]=1)[C:8](=[O:12])[N:7]([CH2:13][C:14]1([CH2:18][O:19][Si](C(C)(C)C)(C)C)[CH2:17][CH2:16][CH2:15]1)[CH:6]=[C:5]2[CH2:27][N:28]1[CH2:33][CH2:32][N:31](C(OC(C)(C)C)=O)[CH2:30][CH2:29]1.[CH:41]1([NH:44][C:45](=[O:63])[C:46]2[CH:51]=[C:50](B3OC(C)(C)C(C)(C)O3)[C:49]([CH3:61])=[C:48]([F:62])[CH:47]=2)[CH2:43][CH2:42]1.C(=O)([O-])[O-].[K+].[K+]. (5) The reactants are: [CH3:1][O:2][C:3]1[CH:8]=[CH:7][C:6](B(O)O)=[CH:5][CH:4]=1.C[Si](C)(C)C1C=CC([C:20]2[CH:28]=[CH:27][CH:26]=[C:25]3[C:21]=2[CH:22]=[CH:23][CH2:24]3)=CC=1. Given the product [CH3:1][O:2][C:3]1[CH:8]=[CH:7][C:6]([C:20]2[CH:28]=[CH:27][CH:26]=[C:25]3[C:21]=2[CH:22]=[CH:23][CH2:24]3)=[CH:5][CH:4]=1, predict the reactants needed to synthesize it. (6) Given the product [CH2:1]([N:3]([CH2:29][C:30]1[CH:35]=[CH:34][C:33]([O:36][CH2:40][CH2:41][CH2:42][N:43]2[CH2:48][CH2:47][CH2:46][CH2:45][CH2:44]2)=[C:32]([F:37])[CH:31]=1)[C:4]1[CH:9]=[C:8]([O:10][CH3:11])[CH:7]=[CH:6][C:5]=1[C@@H:12]1[CH2:13][CH2:14][C:19]2[CH:18]=[C:17]([OH:22])[CH:16]=[CH:15][C:20]=2[CH2:21]1)[CH3:2], predict the reactants needed to synthesize it. The reactants are: [CH2:1]([N:3]([C:29](=O)[C:30]1[CH:35]=[CH:34][C:33]([OH:36])=[C:32]([F:37])[CH:31]=1)[C:4]1[CH:9]=[C:8]([O:10][CH3:11])[CH:7]=[CH:6][C:5]=1[C@@H:12]1[CH2:21][CH2:20][C:19]2[CH:18]=[C:17]([O:22]C(=O)C(C)(C)C)[CH:16]=[CH:15][C:14]=2[CH2:13]1)[CH3:2].Cl[CH2:40][CH2:41][CH2:42][N:43]1[CH2:48][CH2:47][CH2:46][CH2:45][CH2:44]1. (7) Given the product [N:1]1[CH:6]=[CH:5][CH:4]=[CH:3][C:2]=1[NH:7][C:8]([N:10]1[CH2:15][CH2:14][CH:13]([C:16]2[CH:21]=[CH:20][C:19]([OH:22])=[CH:18][C:17]=2[OH:30])[CH2:12][CH2:11]1)=[O:9], predict the reactants needed to synthesize it. The reactants are: [N:1]1[CH:6]=[CH:5][CH:4]=[CH:3][C:2]=1[NH:7][C:8]([N:10]1[CH2:15][CH2:14][CH:13]([C:16]2[CH:21]=[CH:20][C:19]([O:22]CC3C=CC=CC=3)=[CH:18][C:17]=2[O:30]CC2C=CC=CC=2)[CH2:12][CH2:11]1)=[O:9].CO. (8) Given the product [C:32]([OH:37])(=[O:36])[C:33]([OH:35])=[O:34].[CH:20]1[C:21]2[NH:22][C:23]3[C:28](=[CH:27][CH:26]=[CH:25][CH:24]=3)[C:29]=2[C:17]([O:16][CH2:15][CH:14]([OH:13])[CH2:30][NH:8][CH2:7][CH2:6][O:5][C:4]2[CH:9]=[CH:10][CH:11]=[CH:12][C:3]=2[O:2][CH3:1])=[CH:18][CH:19]=1, predict the reactants needed to synthesize it. The reactants are: [CH3:1][O:2][C:3]1[CH:12]=[CH:11][CH:10]=[CH:9][C:4]=1[O:5][CH2:6][CH2:7][NH2:8].[O:13]1[CH2:30][CH:14]1[CH2:15][O:16][C:17]1[C:29]2[C:28]3[C:23](=[CH:24][CH:25]=[CH:26][CH:27]=3)[NH:22][C:21]=2[CH:20]=[CH:19][CH:18]=1.O.[C:32]([OH:37])(=[O:36])[C:33]([OH:35])=[O:34]. (9) Given the product [ClH:1].[Cl:1][C:2]1[CH:3]=[C:4]([C@@H:8]([OH:45])[CH2:9][NH:10][CH2:18][CH2:19][C:20]2[CH:21]=[CH:22][C:23]([C:26]3[CH:34]=[C:33]4[C:29]([C:30]([C:38]([NH:40][S:41]([CH3:44])(=[O:42])=[O:43])=[O:39])=[CH:31][N:32]4[CH:35]([CH3:37])[CH3:36])=[CH:28][CH:27]=3)=[CH:24][CH:25]=2)[CH:5]=[CH:6][CH:7]=1, predict the reactants needed to synthesize it. The reactants are: [Cl:1][C:2]1[CH:3]=[C:4]([C@@H:8]([O:45]C2CCCCO2)[CH2:9][N:10]([CH2:18][CH2:19][C:20]2[CH:25]=[CH:24][C:23]([C:26]3[CH:34]=[C:33]4[C:29]([C:30]([C:38]([NH:40][S:41]([CH3:44])(=[O:43])=[O:42])=[O:39])=[CH:31][N:32]4[CH:35]([CH3:37])[CH3:36])=[CH:28][CH:27]=3)=[CH:22][CH:21]=2)C(=O)OC(C)(C)C)[CH:5]=[CH:6][CH:7]=1.